This data is from Full USPTO retrosynthesis dataset with 1.9M reactions from patents (1976-2016). The task is: Predict the reactants needed to synthesize the given product. Given the product [CH3:36][O:35][C:32]1[CH:33]=[CH:34][C:29]2[N:28]([CH3:37])[C:27](=[O:38])[N:26]([CH2:25][C@H:22]3[CH2:23][CH2:24][C@H:19]([C:17]4[N:18]=[C:11]([C:5]5[CH:6]=[CH:1][C:2]([O:39][CH3:40])=[CH:3][CH:4]=5)[O:15][N:16]=4)[CH2:20][CH2:21]3)[C:30]=2[CH:31]=1, predict the reactants needed to synthesize it. The reactants are: [CH:1]1[CH:2]=[CH:3][C:4]2N(O)N=N[C:5]=2[CH:6]=1.[CH2:11](Cl)CCl.[OH:15][NH:16][C:17]([C@H:19]1[CH2:24][CH2:23][C@H:22]([CH2:25][N:26]2[C:30]3[CH:31]=[C:32]([O:35][CH3:36])[CH:33]=[CH:34][C:29]=3[N:28]([CH3:37])[C:27]2=[O:38])[CH2:21][CH2:20]1)=[NH:18].[O:39]1CCOC[CH2:40]1.